Dataset: Catalyst prediction with 721,799 reactions and 888 catalyst types from USPTO. Task: Predict which catalyst facilitates the given reaction. Reactant: [Br:1][C:2]1[C:11]([OH:12])=[C:10]2[C:5]([CH:6]=[CH:7][C:8]([CH3:13])=[N:9]2)=[CH:4][CH:3]=1.C([O-])([O-])=O.[K+].[K+].I[CH:21]([CH3:23])[CH3:22].C(OCC)(=O)C. Product: [Br:1][C:2]1[C:11]([O:12][CH:21]([CH3:23])[CH3:22])=[C:10]2[C:5]([CH:6]=[CH:7][C:8]([CH3:13])=[N:9]2)=[CH:4][CH:3]=1. The catalyst class is: 95.